From a dataset of Human Reference Interactome with 51,813 positive PPI pairs across 8,248 proteins, plus equal number of experimentally-validated negative pairs. Binary Classification. Given two protein amino acid sequences, predict whether they physically interact or not. (1) Protein 1 (ENSG00000105398) has sequence MSDDFLWFEGIAFPTMGFRSETLRKVRDEFVIRDEDVIILTYPKSGTNWLAEILCLMHSKGDAKWIQSVPIWERSPWVESEIGYTALSETESPRLFSSHLPIQLFPKSFFSSKAKVIYLMRNPRDVLVSGYFFWKNMKFIKKPKSWEEYFEWFCQGTVLYGSWFDHIHGWMPMREEKNFLLLSYEELKQDTGRTIEKICQFLGKTLEPEELNLILKNSSFQSMKENKMSNYSLLSVDYVVDKAQLLRKGVSGDWKNHFTVAQAEDFDKLFQEKMADLPRELFPWE*. Protein 2 (ENSG00000284194) has sequence MLLLTRSPTAWHRLSQLKPRVLPGTLGGQALHLRSWLLSRQGPAETGGQGQPQGPGLRTRLLITGLFGAGLGGAWLALRAEKERLQQQKRTEALRQAAVGQGDFHLLDHRGRARCKADFRGQWVLMYFGFTHCPDICPDELEKLVQVVRQLEAEPGLPPVQPVFITVDPERDDVEAMARYVQDFHPRLLGLTGSTKQVAQASHSYRVYYNAGPKDEDQDYIVDHSIAIYLLNPDGLFTDYYGRSRSAEQISDSVRRHMAAFRSVLS*MLLLTRSPTAWHRLSQLKPRVLPGTLGGQALHL.... Result: 0 (the proteins do not interact). (2) Protein 1 (ENSG00000189269) has sequence MGNILTCCINSHCGWPRGKDAPCYESDTDIYETVAAATSESTTVEPGKLDVGATEGQDLQHISNQKMPTGPPEDRLSLKFLPSSEEDNDDAKILPSPVQGSSEDNLSLVCLPRSEDDDCDDDDDDDAQILPSRVQGGCYRFDSSSCSSEDNLSLVCLPRSEDDDCDDDDDDAQILPSPVQACSEDSLFLRCSLRHKDEEEEDDDDIHITARIESDLTLESLSDEEIHPG*MGNILTCCINSHCGWPRGKDAPCYESDTDIYETVAAATSESTTVEPGKLDVGATEGQDLQHISNQKMPTG.... Protein 2 (ENSG00000182463) has sequence MMAAALLHYTGYAQEEQLKEEEEIKEEEEEEDSGSVAQLQGGNDTGTDEELETGPEQKGCFSYQNSPGSHLSNQDAENESLLSDASDQVSDIKSVCGRDASDKKAHTHVRLPNEAHNCMDKMTAVYANILSDSYWSGLGLGFKLSNSERRNCDTRNGSNKSDFDWHQDALSKSLQQNLPSRSVSKPSLFSSVQLYRQSSKMCGTVFTGASRFRCRQCSAAYDTLVELTVHMNETGHYQDDNRKKDKLRPTSYSKPRKRAFQDMDKEDAQKVLKCMFCGDSFDSLQDLSVHMIKTKHYQKV.... Result: 0 (the proteins do not interact). (3) Protein 1 (ENSG00000136950) has sequence MARNTLSSRFRRVDIDEFDENKFVDEQEEAAAAAAEPGPDPSEVDGLLRQGDMLRAFHAALRNSPVNTKNQAVKERAQGVVLKVLTNFKSSEIEQAVQSLDRNGVDLLMKYIYKGFEKPTENSSAVLLQWHEKALAVGGLGSIIRVLTARKTV*. Protein 2 (ENSG00000155876) has sequence MPNTAMKKKVLLMGKSGSGKTSMRSIIFANYIARDTRRLGATIDVEHSHVRFLGNLVLNLWDCGGQDTFMENYFTSQRDNIFRNVEVLIYVFDVESRELEKDMHYYQSCLEAILQNSPDAKIFCLVHKMDLVQEDQRDLIFKEREEDLRRLSRPLECACFRTSIWDETLYKAWSSIVYQLIPNVQQLEMNLRNFAQIIEADEVLLFERATFLVISHYQCKEQRDVHRFEKISNIIKQFKLSCSKLAASFQSMEVRNSNFAAFIDIFTSNTYVMVVMSDPSIPSAATLINIRNARKHFEKL.... Result: 0 (the proteins do not interact). (4) Result: 0 (the proteins do not interact). Protein 1 (ENSG00000269586) has sequence MTDKTEKVAVDPETVFKRPRECDSPSYQKRQRMALLARKQGAGDSLIAGSAMSKEKKLMTGHAIPPSQLDSQIDDFTGFSKDGMMQKPGSNAPVGGNVTSNFSGDDLECRGIASSPKSQQEINADIKCQVVKEIRCLGRKYEKIFEMLEGVQGPTAVRKRFFESIIKEAARCMRRDFVKHLKKKLKRMI*. Protein 2 (ENSG00000120337) has sequence MTLHPSPITCEFLFSTALISPKMCLSHLENMPLSHSRTQGAQRSSWKLWLFCSIVMLLFLCSFSWLIFIFLQLETAKEPCMAKFGPLPSKWQMASSEPPCVNKVSDWKLEILQNGLYLIYGQVAPNANYNDVAPFEVRLYKNKDMIQTLTNKSKIQNVGGTYELHVGDTIDLIFNSEHQVLKNNTYWGIILLANPQFIS*. (5) Protein 1 (ENSG00000111775) has sequence MAVVGVSSVSRLLGRSRPQLGRPMSSGAHGEEGSARMWKTLTFFVALPGVAVSMLNVYLKSHHGEHERPEFIAYPHLRIRTKPFPWGDGNHTLFHNPHVNPLPTGYEDE*. Protein 2 (ENSG00000155256) has sequence MQTSEREGSGPELSPSVMPEAPLESPPFPTKSPAFDLFNLVLSYKRLEIYLEPLKDAGAWYSVGALMISVPALLGYLQEVCRARLPDSELMRRKYHSVRQEDLQRGRLSRPEAVAEVKSFLIQLEAFLSRLCCTCEAAYRVLHWENPVVSSQFYGALLGTVCMLYLLPLCWVLTLLNSTLFLGNVEFFRVVSEYRASLQQRMNPKQEEHAFESPPPPDVGGKDGLMDSTPALTPTEDLTPGSVEEAEEAEPDEEFKDAIEEDDEGAPCPAEDELALQDNGFLSKNEVLRSKVSRLTERLR.... Result: 0 (the proteins do not interact). (6) Protein 1 (ENSG00000169567) has sequence MADEIAKAQVARPGGDTIFGKIIRKEIPAKIIFEDDRCLAFHDISPQAPTHFLVIPKKHISQISVAEDDDESLLGHLMIVGKKCAADLGLNKGYRMVVNEGSDGGQSVYHVHLHVLGGRQMHWPPG*MADEIAKAQVARPGGDTIFGKIIRKEIPAKIIFEDDRCLAFHDISPQAPTHFLVIPKKHISQISVAEDDDESVITKEKPEKPLGLQLPSCFPKLLHHFVSHQQ*MADEIAKAQVARPGGDTIFGKIIRKEIPAKIIFEDDRVGTGHHLSRLLSALLSMTFPLKHQHIFW*MAD.... Protein 2 (ENSG00000187134) has sequence MGVVSLFLCIVEQIFTSSKKIQFRGIFMAKVPKSKALEATKLAIEAGFRHIDSAHLYNNEEQVGLAIRSKIADGSVKREDIFYTSKLWCNSHRPELVRPALERSLKNLQLDYVDLYLIHFPVSVKPGEEVIPKDENGKILFDTVDLCATWEAVEKCKDAGLAKSIGVSNFNRRQLEMILNKPGLKYKPVCNQPRDNSIFSLSPDW*MDSKYQCVKLNDGHFMPVLGFGTYAPAEVPKSKALEATKLAIEAGFRHIDSAHLYNNEEQVGLAIRSKIADGSVKREDIFYTSKLWCNSHRPEL.... Result: 0 (the proteins do not interact). (7) Protein 1 (ENSG00000104866) has sequence MEIAPQEAPPVPGADGDIEEAPAEAGSPSPASPPADGRLKAAAKRVTFPSDEDIVSGAVEPKDPWRHAQNVTVDEVIGAYKQACQKLNCRQIPKLLRQLQEFTDLGHRLDCLDLKGEKLDYKTCEALEEVFKRLQFKVVDLEQTNLDEDGASALFDMIEYYESATHLNISFNKHIGTRGWQAAAHMMRKTSCLQYLDARNTPLLDHSAPFVARALRIRSSLAVLHLENASLSGRPLMLLATALKMNMNLRELYLADNKLNGLQDSAQLGNLLKFNCSLQILDLRNNHVLDSGLAYICEGL.... Protein 2 (ENSG00000089248) has sequence MAAAVPRAAFLSPLLPLLLGFLLLSAPHGGSGLHTKGALPLDTVTFYKVIPKSKFVLVKFDTQYPYGEKQDEFKRLAENSASSDDLLVAEVGISDYGDKLNMELSEKYKLDKESYPVFYLFRDGDFENPVPYTGAVKVGAIQRWLKGQGVYLGMPGCLPVYDALAGEFIRASGVEARQALLKQGQDNLSSVKETQKKWAEQYLKIMGKILDQGEDFPASEMTRIARLIEKNKMSDGKKEELQKSLNILTAFQKKGAEKEEL*MAAAVPRAAFLSPLLPLLLGFLLLSAPHGGSGLHTKGA.... Result: 0 (the proteins do not interact).